From a dataset of NCI-60 drug combinations with 297,098 pairs across 59 cell lines. Regression. Given two drug SMILES strings and cell line genomic features, predict the synergy score measuring deviation from expected non-interaction effect. (1) Drug 2: C1CN(CCN1C(=O)CCBr)C(=O)CCBr. Cell line: SW-620. Synergy scores: CSS=16.9, Synergy_ZIP=-6.70, Synergy_Bliss=-2.68, Synergy_Loewe=-1.16, Synergy_HSA=-1.12. Drug 1: CC1CCC2CC(C(=CC=CC=CC(CC(C(=O)C(C(C(=CC(C(=O)CC(OC(=O)C3CCCCN3C(=O)C(=O)C1(O2)O)C(C)CC4CCC(C(C4)OC)OCCO)C)C)O)OC)C)C)C)OC. (2) Drug 1: CN1C(=O)N2C=NC(=C2N=N1)C(=O)N. Drug 2: N.N.Cl[Pt+2]Cl. Cell line: HCT-15. Synergy scores: CSS=32.2, Synergy_ZIP=-11.5, Synergy_Bliss=-6.37, Synergy_Loewe=-18.1, Synergy_HSA=-6.16.